Dataset: Forward reaction prediction with 1.9M reactions from USPTO patents (1976-2016). Task: Predict the product of the given reaction. (1) Given the reactants C[O:2][C:3]([C:5]1[CH:9]=[C:8]([C:10]2[CH:15]=[C:14]([O:16][C:17]3[CH:22]=[CH:21][CH:20]=[C:19]([C:23](=[O:33])[NH:24][C:25]4[CH:30]=[C:29]([CH3:31])[CH:28]=[CH:27][C:26]=4[F:32])[CH:18]=3)[CH:13]=[CH:12][N:11]=2)[NH:7][CH:6]=1)=[O:4].[OH-].[Na+].O.Cl, predict the reaction product. The product is: [F:32][C:26]1[CH:27]=[CH:28][C:29]([CH3:31])=[CH:30][C:25]=1[NH:24][C:23]([C:19]1[CH:18]=[C:17]([CH:22]=[CH:21][CH:20]=1)[O:16][C:14]1[CH:13]=[CH:12][N:11]=[C:10]([C:8]2[NH:7][CH:6]=[C:5]([C:3]([OH:4])=[O:2])[CH:9]=2)[CH:15]=1)=[O:33]. (2) Given the reactants [CH3:1][C:2]([CH3:25])([CH3:24])[CH2:3][N:4]1[C:12]2[C:7](=[N:8][C:9]([C:13]3[CH:14]4[CH2:21][CH2:20][CH:17]([C:18]=3[CH3:19])[NH:16][CH2:15]4)=[CH:10][CH:11]=2)[N:6]([CH3:22])[C:5]1=[O:23].[O:26]1[CH:30]=[CH:29][C:28]([C:31](O)=[O:32])=[N:27]1.CCN(C(C)C)C(C)C.CN(C(ON1N=NC2C=CC=NC1=2)=[N+](C)C)C.F[P-](F)(F)(F)(F)F, predict the reaction product. The product is: [CH3:1][C:2]([CH3:25])([CH3:24])[CH2:3][N:4]1[C:12]2[C:7](=[N:8][C:9]([C:13]3[CH:14]4[CH2:21][CH2:20][CH:17]([C:18]=3[CH3:19])[N:16]([C:31]([C:28]3[CH:29]=[CH:30][O:26][N:27]=3)=[O:32])[CH2:15]4)=[CH:10][CH:11]=2)[N:6]([CH3:22])[C:5]1=[O:23]. (3) Given the reactants CC(OI1(OC(C)=O)(OC(C)=O)OC(=O)C2C=CC=CC1=2)=O.[OH:23][CH2:24][CH2:25][N:26]1[CH2:30][CH2:29][O:28][C:27]1=[O:31], predict the reaction product. The product is: [O:31]=[C:27]1[N:26]([CH2:25][CH:24]=[O:23])[CH2:30][CH2:29][O:28]1. (4) Given the reactants [CH2:1]([N:8]1[CH2:13][CH:12]2[CH:10]([CH:11]2[CH2:14][OH:15])[CH2:9]1)[C:2]1[CH:7]=[CH:6][CH:5]=[CH:4][CH:3]=1.C(N(CC)CC)C.[CH3:23][S:24](Cl)(=[O:26])=[O:25], predict the reaction product. The product is: [CH2:1]([N:8]1[CH2:13][CH:12]2[CH:10]([CH:11]2[CH2:14][O:15][S:24]([CH3:23])(=[O:26])=[O:25])[CH2:9]1)[C:2]1[CH:3]=[CH:4][CH:5]=[CH:6][CH:7]=1. (5) Given the reactants [C:1]([NH:11][C@H:12]([C:15]([OH:17])=[O:16])[CH2:13]Cl)([O:3][CH2:4][C:5]1[CH:10]=[CH:9][CH:8]=[CH:7][CH:6]=1)=[O:2].C(=O)([O-])O.[Na+].[C:23]1([SH:29])[CH:28]=[CH:27][CH:26]=[CH:25][CH:24]=1.Cl, predict the reaction product. The product is: [C:1]([NH:11][C@H:12]([C:15]([OH:17])=[O:16])[CH2:13][S:29][C:23]1[CH:28]=[CH:27][CH:26]=[CH:25][CH:24]=1)([O:3][CH2:4][C:5]1[CH:10]=[CH:9][CH:8]=[CH:7][CH:6]=1)=[O:2]. (6) Given the reactants [Cl:1][C:2]1[CH:3]=[C:4]([CH2:9][N:10]2[CH:14]=[C:13]([C:15]([NH:17][C:18]3[CH:19]=[C:20]4[C:25](=[CH:26][CH:27]=3)[CH2:24][N:23](C(OC(C)(C)C)=O)[CH2:22][CH2:21]4)=[O:16])[CH:12]=[N:11]2)[CH:5]=[CH:6][C:7]=1[Cl:8].Cl, predict the reaction product. The product is: [ClH:1].[Cl:1][C:2]1[CH:3]=[C:4]([CH2:9][N:10]2[CH:14]=[C:13]([C:15]([NH:17][C:18]3[CH:19]=[C:20]4[C:25](=[CH:26][CH:27]=3)[CH2:24][NH:23][CH2:22][CH2:21]4)=[O:16])[CH:12]=[N:11]2)[CH:5]=[CH:6][C:7]=1[Cl:8]. (7) Given the reactants [CH2:1]([O:8][C:9](=O)O)[C:2]1[CH:7]=[CH:6][CH:5]=[CH:4][CH:3]=1.C(Cl)(=O)[C:13]([Cl:15])=[O:14], predict the reaction product. The product is: [CH2:1]([O:8][CH2:9][C:13]([Cl:15])=[O:14])[C:2]1[CH:3]=[CH:4][CH:5]=[CH:6][CH:7]=1.